This data is from Forward reaction prediction with 1.9M reactions from USPTO patents (1976-2016). The task is: Predict the product of the given reaction. (1) Given the reactants [CH3:1][C:2]1[CH:3]=[C:4]([SH:9])[CH:5]=[C:6]([CH3:8])[CH:7]=1.F[C:11]1[CH:16]=[CH:15][CH:14]=[CH:13][C:12]=1[N+:17]([O-:19])=[O:18].[CH3:20][C:21]1[CH:22]=[C:23]([S:28][C:29]2[CH:35]=[CH:34][CH:33]=[CH:32][C:30]=2[NH2:31])[CH:24]=[C:25]([CH3:27])[CH:26]=1.[NH2:36][C:37]1SC=[CH:40][N:41]=1, predict the reaction product. The product is: [CH3:1][C:2]1[CH:3]=[C:4]([S:9][C:11]2[CH:16]=[CH:15][CH:14]=[CH:13][C:12]=2[N+:17]([O-:19])=[O:18])[CH:5]=[C:6]([CH3:8])[CH:7]=1.[CH3:27][C:25]1[CH:24]=[C:23]([S:28][C:29]2[CH:35]=[CH:34][CH:33]=[CH:32][C:30]=2[NH:31][C:40]([NH:41][C:37]2[S:9][CH:4]=[CH:3][N:36]=2)=[O:18])[CH:22]=[C:21]([CH3:20])[CH:26]=1. (2) Given the reactants [CH2:1]([OH:4])[C:2]#[CH:3].Br[C:6]1[CH:11]=[C:10]([CH3:12])[CH:9]=[CH:8][C:7]=1[NH:13][C:14]([CH:16]1[CH2:21][NH:20][C:19]2[CH:22]=[C:23]([O:26][C:27]([F:30])([F:29])[F:28])[CH:24]=[CH:25][C:18]=2[O:17]1)=[O:15].C(N(CC)CC)C, predict the reaction product. The product is: [OH:4][CH2:1][C:2]#[C:3][C:6]1[CH:11]=[C:10]([CH3:12])[CH:9]=[CH:8][C:7]=1[NH:13][C:14]([CH:16]1[O:17][C:18]2[CH:25]=[CH:24][C:23]([O:26][C:27]([F:30])([F:28])[F:29])=[CH:22][C:19]=2[NH:20][CH2:21]1)=[O:15]. (3) Given the reactants [CH3:1][C:2]([CH3:21])([CH3:20])[C:3]([C:5]1[N:9]([CH2:10][C:11](O)=[O:12])[C:8]2[CH:14]=[CH:15][C:16]([O:18][CH3:19])=[CH:17][C:7]=2[N:6]=1)=[O:4].C1C=CC2N(O)N=NC=2C=1.[CH2:32]([NH:35][CH2:36][CH2:37][CH3:38])[CH2:33][CH3:34].CCN(C(C)C)C(C)C, predict the reaction product. The product is: [CH3:20][C:2]([CH3:21])([CH3:1])[C:3]([C:5]1[N:9]([CH2:10][C:11]([N:35]([CH2:36][CH2:37][CH3:38])[CH2:32][CH2:33][CH3:34])=[O:12])[C:8]2[CH:14]=[CH:15][C:16]([O:18][CH3:19])=[CH:17][C:7]=2[N:6]=1)=[O:4]. (4) Given the reactants [C@@H:1]12[CH2:6][C@@H:5]1[CH2:4][NH:3][C@@H:2]2[CH2:7][NH:8][C:9](=[O:17])[C:10]1[CH:15]=[CH:14][C:13]([F:16])=[CH:12][CH:11]=1.[C:18]1([C:27]2[CH:32]=[CH:31][CH:30]=[CH:29][CH:28]=2)[C:19]([C:24](O)=[O:25])=[CH:20][CH:21]=[CH:22][CH:23]=1, predict the reaction product. The product is: [C:18]1([C:27]2[CH:32]=[CH:31][CH:30]=[CH:29][CH:28]=2)[C:19]([C:24]([N:3]2[CH2:4][C@@H:5]3[C@@H:1]([CH2:6]3)[C@H:2]2[CH2:7][NH:8][C:9](=[O:17])[C:10]2[CH:15]=[CH:14][C:13]([F:16])=[CH:12][CH:11]=2)=[O:25])=[CH:20][CH:21]=[CH:22][CH:23]=1.